From a dataset of Peptide-MHC class I binding affinity with 185,985 pairs from IEDB/IMGT. Regression. Given a peptide amino acid sequence and an MHC pseudo amino acid sequence, predict their binding affinity value. This is MHC class I binding data. The peptide sequence is KLHLYSHPI. The MHC is HLA-A02:03 with pseudo-sequence HLA-A02:03. The binding affinity (normalized) is 0.810.